This data is from Peptide-MHC class II binding affinity with 134,281 pairs from IEDB. The task is: Regression. Given a peptide amino acid sequence and an MHC pseudo amino acid sequence, predict their binding affinity value. This is MHC class II binding data. (1) The peptide sequence is ASQDVKNWMTETLLV. The MHC is DRB1_0401 with pseudo-sequence DRB1_0401. The binding affinity (normalized) is 0.127. (2) The peptide sequence is TLWQRPVVTIKIGGQLREAL. The MHC is HLA-DQA10101-DQB10501 with pseudo-sequence HLA-DQA10101-DQB10501. The binding affinity (normalized) is 0.0668. (3) The binding affinity (normalized) is 0.219. The peptide sequence is SNKAFAEGLSGEPKG. The MHC is DRB1_0701 with pseudo-sequence DRB1_0701.